From a dataset of Reaction yield outcomes from USPTO patents with 853,638 reactions. Predict the reaction yield, written as a fraction of the theoretical maximum amount of product (1.0 means a 100% yield; for example, 0.34 means a 34% yield). (1) The reactants are [C:1]1([C:7]2[CH:8]=[C:9]([C:19]3[CH:24]=[CH:23][C:22]([C:25]4(O)[C:38]5[CH:37]=[CH:36][CH:35]=[CH:34][C:33]=5[C:32]([C:40]5[CH:45]=[CH:44][C:43]([C:46]6[CH:51]=[C:50]([C:52]7[CH:57]=[CH:56][CH:55]=[CH:54][CH:53]=7)[CH:49]=[C:48]([C:58]7[CH:63]=[CH:62][CH:61]=[CH:60][CH:59]=7)[CH:47]=6)=[CH:42][CH:41]=5)(O)[C:31]5[C:26]4=[CH:27][CH:28]=[CH:29][CH:30]=5)=[CH:21][CH:20]=3)[CH:10]=[C:11]([C:13]3[CH:18]=[CH:17][CH:16]=[CH:15][CH:14]=3)[CH:12]=2)[CH:6]=[CH:5][CH:4]=[CH:3][CH:2]=1.I.[PH2](O)=O. The catalyst is C(O)(=O)C. The product is [C:1]1([C:7]2[CH:8]=[C:9]([C:19]3[CH:24]=[CH:23][C:22]([C:25]4[C:38]5[C:33]([C:32]([C:40]6[CH:45]=[CH:44][C:43]([C:46]7[CH:47]=[C:48]([C:58]8[CH:59]=[CH:60][CH:61]=[CH:62][CH:63]=8)[CH:49]=[C:50]([C:52]8[CH:53]=[CH:54][CH:55]=[CH:56][CH:57]=8)[CH:51]=7)=[CH:42][CH:41]=6)=[C:31]6[C:26]=4[CH:27]=[CH:28][CH:29]=[CH:30]6)=[CH:34][CH:35]=[CH:36][CH:37]=5)=[CH:21][CH:20]=3)[CH:10]=[C:11]([C:13]3[CH:14]=[CH:15][CH:16]=[CH:17][CH:18]=3)[CH:12]=2)[CH:6]=[CH:5][CH:4]=[CH:3][CH:2]=1. The yield is 0.930. (2) The reactants are Cl[C:2]1[C:7]([NH:8][C:9](=O)[CH2:10][C:11]2[C:16]([Cl:17])=[CH:15][CH:14]=[CH:13][C:12]=2[Cl:18])=[C:6](Cl)[N:5]=[C:4]([S:21][CH3:22])[N:3]=1.NC(N)=[S:25].[CH3:27][CH2:28][OH:29].[CH:30]([OH:32])=O. No catalyst specified. The product is [Cl:18][C:12]1[CH:13]=[CH:14][CH:15]=[C:16]([Cl:17])[C:11]=1[CH2:10][C:9]1[S:25][C:2]2[N:3]=[C:4]([S:21][CH3:22])[N:5]=[C:30]([OH:32])[C:7]=2[N:8]=1.[Cl:18][C:12]1[CH:13]=[CH:14][CH:15]=[C:16]([Cl:17])[C:11]=1[CH2:10][C:9]1[S:25][C:2]2[N:3]=[C:4]([S:21][CH3:22])[N:5]=[C:6]([O:29][CH2:28][CH3:27])[C:7]=2[N:8]=1. The yield is 0.180. (3) The reactants are [NH2:1][C:2]1[CH:3]=[C:4]([C:8]2[C:16]3[C:11](=[CH:12][CH:13]=[C:14]([C:17]([NH2:19])=[O:18])[CH:15]=3)[N:10](C3CCCCO3)[N:9]=2)[CH:5]=[CH:6][CH:7]=1.[CH:26]1([C:29](O)=[O:30])[CH2:28][CH2:27]1.CCN=C=NCCCN(C)C. No catalyst specified. The product is [CH:26]1([C:29]([NH:1][C:2]2[CH:3]=[C:4]([C:8]3[C:16]4[C:11](=[CH:12][CH:13]=[C:14]([C:17]([NH2:19])=[O:18])[CH:15]=4)[NH:10][N:9]=3)[CH:5]=[CH:6][CH:7]=2)=[O:30])[CH2:28][CH2:27]1. The yield is 0.260. (4) The reactants are [CH3:1][C:2]1([CH3:35])[C:6]([CH3:8])([CH3:7])[O:5][B:4]([C:9]2[CH:10]=[C:11]3[C:32](=[CH:33][CH:34]=2)[C:15]2[NH:16][C:17]([C@@H:19]4[CH2:24][C@@H:23]5[C@@H:21]([CH2:22]5)[N:20]4[C:25]([O:27]C(C)(C)C)=O)=[N:18][C:14]=2[CH:13]=[CH:12]3)[O:3]1.Cl.[CH3:37][O:38][C:39]([NH:41][C@@H:42]([CH:46]([CH3:48])[CH3:47])C(O)=O)=[O:40].CN(C(ON1N=NC2C=CC=NC1=2)=[N+](C)C)C.F[P-](F)(F)(F)(F)F.CCN(C(C)C)C(C)C. The catalyst is C(Cl)Cl.CO. The product is [CH3:47][CH:46]([CH3:48])[C@H:42]([NH:41][C:39](=[O:40])[O:38][CH3:37])[C:25](=[O:27])[N:20]1[C@H:19]([C:17]2[NH:16][C:15]3[C:32]4[C:11]([CH:12]=[CH:13][C:14]=3[N:18]=2)=[CH:10][C:9]([B:4]2[O:3][C:2]([CH3:1])([CH3:35])[C:6]([CH3:7])([CH3:8])[O:5]2)=[CH:34][CH:33]=4)[CH2:24][C@@H:23]2[C@H:21]1[CH2:22]2. The yield is 0.890. (5) The reactants are [F:1][C:2]1[CH:7]=[CH:6][C:5]([N+:8]([O-:10])=[O:9])=[CH:4][C:3]=1[NH:11][C:12]([CH:14]1[CH2:16][CH2:15]1)=O.O(S(C(F)(F)F)(=O)=O)S(C(F)(F)F)(=O)=O.[Si]([N:36]=[N+:37]=[N-:38])(C)(C)C.C([O-])(O)=O.[Na+]. The catalyst is CC#N.O.CCOC(C)=O. The product is [CH:14]1([C:12]2[N:11]([C:3]3[CH:4]=[C:5]([N+:8]([O-:10])=[O:9])[CH:6]=[CH:7][C:2]=3[F:1])[N:38]=[N:37][N:36]=2)[CH2:16][CH2:15]1. The yield is 0.450. (6) The reactants are C(OC(=O)[NH:7][C@H:8]([C:13](=[O:25])[NH:14][C:15]1[CH:19]=[CH:18][N:17]([CH2:20][C:21]([OH:24])([CH3:23])[CH3:22])[N:16]=1)[CH2:9][CH:10]([CH3:12])[CH3:11])(C)(C)C.FC(F)(F)C(O)=O.[Cl:34]CCl. No catalyst specified. The product is [ClH:34].[OH:24][C:21]([CH3:23])([CH3:22])[CH2:20][N:17]1[CH:18]=[CH:19][C:15]([NH:14][C:13](=[O:25])[C@@H:8]([NH2:7])[CH2:9][CH:10]([CH3:11])[CH3:12])=[N:16]1. The yield is 1.00.